Dataset: Reaction yield outcomes from USPTO patents with 853,638 reactions. Task: Predict the reaction yield, written as a fraction of the theoretical maximum amount of product (1.0 means a 100% yield; for example, 0.34 means a 34% yield). (1) The reactants are [CH:1]1([N:7]([CH:18]2[CH2:23][CH2:22][CH2:21][CH2:20][CH2:19]2)[C:8]([NH:10][C:11]2[S:12][C:13](C=O)=[CH:14][N:15]=2)=[O:9])[CH2:6][CH2:5][CH2:4][CH2:3][CH2:2]1.[C:24]([CH:29]=P(C1C=CC=CC=1)(C1C=CC=CC=1)C1C=CC=CC=1)([O:26][CH2:27][CH3:28])=[O:25].[CH2:49]1COCC1. No catalyst specified. The product is [CH2:27]([O:26][C:24](=[O:25])[CH:29]=[CH:49][C:13]1[S:12][C:11]([NH:10][C:8]([N:7]([CH:18]2[CH2:19][CH2:20][CH2:21][CH2:22][CH2:23]2)[CH:1]2[CH2:2][CH2:3][CH2:4][CH2:5][CH2:6]2)=[O:9])=[N:15][CH:14]=1)[CH3:28]. The yield is 0.690. (2) The reactants are [O:1]=[S:2]1(=[O:30])[C:7]2[CH:8]=[CH:9][CH:10]=[CH:11][C:6]=2[NH:5][C:4]([C:12]2[C:13](=[O:29])[C:14]([CH3:28])([CH2:23][CH2:24][CH:25]([CH3:27])[CH3:26])[C:15]3[C:20]([C:21]=2[OH:22])=[CH:19][CH:18]=[CH:17][CH:16]=3)=[N:3]1.[OH-].[Na+:32]. The catalyst is O. The product is [O:30]=[S:2]1(=[O:1])[C:7]2[CH:8]=[CH:9][CH:10]=[CH:11][C:6]=2[NH:5][C:4]([C:12]2[C:13](=[O:29])[C:14]([CH3:28])([CH2:23][CH2:24][CH:25]([CH3:26])[CH3:27])[C:15]3[C:20](=[CH:19][CH:18]=[CH:17][CH:16]=3)[C:21]=2[O-:22])=[N:3]1.[Na+:32]. The yield is 0.990. (3) The reactants are Cl[C:2]1[C:7]([C:8](=[O:10])[CH3:9])=[CH:6][N:5]=[C:4]2[N:11]([CH2:14][O:15][CH2:16][CH2:17][Si:18]([CH3:21])([CH3:20])[CH3:19])[CH:12]=[N:13][C:3]=12.[CH:22]1([NH2:28])[CH2:27][CH2:26][CH2:25][CH2:24][CH2:23]1.[Cl-].[Na+]. The catalyst is C(O)CO. The product is [CH:22]1([NH:28][C:2]2[C:7]([C:8](=[O:10])[CH3:9])=[CH:6][N:5]=[C:4]3[N:11]([CH2:14][O:15][CH2:16][CH2:17][Si:18]([CH3:21])([CH3:20])[CH3:19])[CH:12]=[N:13][C:3]=23)[CH2:27][CH2:26][CH2:25][CH2:24][CH2:23]1. The yield is 0.830. (4) The reactants are [C:1]1([C:7]2[NH:11][CH:10]=[C:9]([CH2:12][OH:13])[CH:8]=2)[CH:6]=[CH:5][CH:4]=[CH:3][CH:2]=1.C[N+]1([O-])CCOCC1. The catalyst is C(#N)C.[Ru]([O-])(=O)(=O)=O.C([N+](CCC)(CCC)CCC)CC. The product is [C:1]1([C:7]2[NH:11][CH:10]=[C:9]([CH:12]=[O:13])[CH:8]=2)[CH:6]=[CH:5][CH:4]=[CH:3][CH:2]=1. The yield is 0.620. (5) The reactants are [Br:1][C:2]1[CH:7]=[CH:6][C:5]([C:8](=[N:13]O)[C:9]([F:12])([F:11])[F:10])=[C:4]([OH:15])[CH:3]=1.C(OC(=O)C)(=O)C.C(N(CC)CC)C. The catalyst is N1C=CC=CC=1. The product is [Br:1][C:2]1[CH:7]=[CH:6][C:5]2[C:8]([C:9]([F:10])([F:11])[F:12])=[N:13][O:15][C:4]=2[CH:3]=1. The yield is 0.170. (6) The reactants are [CH3:1][C:2]1[N:3]=[C:4]([N:12]2[CH2:16][C@H:15]([CH3:17])[NH:14][C:13]2=[O:18])[S:5][C:6]=1[C:7]([O:9][CH2:10][CH3:11])=[O:8].C(=O)([O-])[O-].[Cs+].[Cs+].[F:25][C:26]1[CH:33]=[CH:32][C:29]([CH2:30]Br)=[CH:28][CH:27]=1. The catalyst is CC(=O)CC. The product is [F:25][C:26]1[CH:33]=[CH:32][C:29]([CH2:30][N:14]2[C@@H:15]([CH3:17])[CH2:16][N:12]([C:4]3[S:5][C:6]([C:7]([O:9][CH2:10][CH3:11])=[O:8])=[C:2]([CH3:1])[N:3]=3)[C:13]2=[O:18])=[CH:28][CH:27]=1. The yield is 0.870.